Dataset: Full USPTO retrosynthesis dataset with 1.9M reactions from patents (1976-2016). Task: Predict the reactants needed to synthesize the given product. (1) Given the product [CH:7]1[N:8]([C@@H:24]2[O:25][C@H:17]([CH2:18][OH:19])[C@@H:20]([OH:21])[C@@H:22]2[OH:23])[C:9]2[C:5](=[C:4]([NH2:11])[N:3]=[C:2]([F:1])[N:10]=2)[N:6]=1, predict the reactants needed to synthesize it. The reactants are: [F:1][C:2]1[N:10]=[C:9]2[C:5]([NH:6][CH:7]=[N:8]2)=[C:4]([NH2:11])[N:3]=1.CN(C)C=O.[CH:17]1(N2C(=O)C=CNC2=O)[O:25][CH2:24][C@@H:22]([OH:23])[C@@H:20]([OH:21])[C@@H:18]1[OH:19]. (2) The reactants are: [CH:1]12[CH:6]([NH:7][C:8]3[N:9]=[CH:10][C:11]4[CH:17]=[C:16]([C:18]5[CH:23]=[CH:22][CH:21]=[CH:20][C:19]=5[Cl:24])[C:15](=[O:25])[N:14]([CH:26]5[CH2:28][CH2:27]5)[C:12]=4[N:13]=3)[CH:5]1[CH2:4][NH:3][CH2:2]2.C([N:31]([CH2:34]C)CC)C.CCCCCC.[OH2:42]. Given the product [Cl:24][C:19]1[CH:20]=[CH:21][CH:22]=[CH:23][C:18]=1[C:16]1[C:15](=[O:25])[N:14]([CH:26]2[CH2:28][CH2:27]2)[C:12]2[N:13]=[C:8]([NH:7][CH:6]3[CH:5]4[CH:1]3[CH2:2][N:3]([C:34]([NH2:31])=[O:42])[CH2:4]4)[N:9]=[CH:10][C:11]=2[CH:17]=1, predict the reactants needed to synthesize it.